Dataset: NCI-60 drug combinations with 297,098 pairs across 59 cell lines. Task: Regression. Given two drug SMILES strings and cell line genomic features, predict the synergy score measuring deviation from expected non-interaction effect. Drug 1: C1C(C(OC1N2C=NC3=C(N=C(N=C32)Cl)N)CO)O. Drug 2: CC(C)CN1C=NC2=C1C3=CC=CC=C3N=C2N. Cell line: NCI-H322M. Synergy scores: CSS=-1.78, Synergy_ZIP=1.44, Synergy_Bliss=-2.80, Synergy_Loewe=-2.54, Synergy_HSA=-6.31.